From a dataset of Full USPTO retrosynthesis dataset with 1.9M reactions from patents (1976-2016). Predict the reactants needed to synthesize the given product. Given the product [C:1]([O:5][C:6]([N:8]1[CH2:13][CH2:12][CH:11]([C:14]([C:16]2[S:17][C:18]([CH3:24])=[CH:19][C:20]=2[Br:21])=[O:15])[CH2:10][CH2:9]1)=[O:7])([CH3:3])([CH3:2])[CH3:4], predict the reactants needed to synthesize it. The reactants are: [C:1]([O:5][C:6]([N:8]1[CH2:13][CH2:12][CH:11]([C:14]([C:16]2[S:17][CH:18]=[C:19](C)[C:20]=2[Br:21])=[O:15])[CH2:10][CH2:9]1)=[O:7])([CH3:4])([CH3:3])[CH3:2].Br[C:24]1SC(C)=CC=1.C([N-]C(C)C)(C)C.[Li+].C(OC(N1CCC(C(=O)N(OC)C)CC1)=O)(C)(C)C.